This data is from Full USPTO retrosynthesis dataset with 1.9M reactions from patents (1976-2016). The task is: Predict the reactants needed to synthesize the given product. Given the product [CH3:20][NH:21][C:22]([C:24]1[C:25]2[CH:33]=[CH:32][C:31]([O:34][C:2]3[CH:7]=[CH:6][N:5]=[C:4]4[CH:8]=[C:9]([C:11]([N:13]5[CH2:17][CH2:16][CH:15]([O:18][CH3:19])[CH2:14]5)=[O:12])[S:10][C:3]=34)=[CH:30][C:26]=2[O:27][C:28]=1[CH3:29])=[O:23], predict the reactants needed to synthesize it. The reactants are: Cl[C:2]1[CH:7]=[CH:6][N:5]=[C:4]2[CH:8]=[C:9]([C:11]([N:13]3[CH2:17][CH2:16][C@@H:15]([O:18][CH3:19])[CH2:14]3)=[O:12])[S:10][C:3]=12.[CH3:20][NH:21][C:22]([C:24]1[C:25]2[CH:33]=[CH:32][C:31]([OH:34])=[CH:30][C:26]=2[O:27][C:28]=1[CH3:29])=[O:23].C([O-])([O-])=O.[Cs+].[Cs+].